This data is from Catalyst prediction with 721,799 reactions and 888 catalyst types from USPTO. The task is: Predict which catalyst facilitates the given reaction. (1) Reactant: C([O:3][C:4](=O)[CH2:5][O:6][C:7]1[C:12]([N+:13]([O-])=O)=[CH:11][C:10]([Br:16])=[CH:9][N:8]=1)C.Cl.[Sn](Cl)(Cl)(Cl)Cl.CO.C(Cl)(Cl)Cl. Product: [Br:16][C:10]1[CH:9]=[N:8][C:7]2[O:6][CH2:5][C:4](=[O:3])[NH:13][C:12]=2[CH:11]=1. The catalyst class is: 1. (2) Reactant: [Li]CCCC.C(NC(C)C)(C)C.[S:13]1[CH:17]=[CH:16][C:15]([C:18]([OH:20])=O)=[CH:14]1.[C:21](O[C:21](=O)[C:22]1[CH:27]=[CH:26][CH:25]=[CH:24][CH:23]=1)(=O)[C:22]1[CH:27]=[CH:26][CH:25]=[CH:24][CH:23]=1.O.[NH2:39][NH2:40]. Product: [C:22]1([C:21]2[C:14]3[S:13][CH:17]=[CH:16][C:15]=3[C:18](=[O:20])[NH:40][N:39]=2)[CH:27]=[CH:26][CH:25]=[CH:24][CH:23]=1. The catalyst class is: 1. (3) Reactant: Br[CH2:2][CH2:3][OH:4].C(=O)([O-])[O-].[K+].[K+].[C:11]([O:15][P:16]([O-:23])([O:18][C:19]([CH3:22])([CH3:21])[CH3:20])=[O:17])([CH3:14])([CH3:13])[CH3:12].C([N+](CCCC)(CCCC)CCCC)CCC.CCOCC. Product: [P:16]([O:23][CH2:2][CH2:3][OH:4])([O:15][C:11]([CH3:14])([CH3:13])[CH3:12])([O:18][C:19]([CH3:22])([CH3:21])[CH3:20])=[O:17]. The catalyst class is: 216. (4) Reactant: C(OC([N:8]1[CH2:12][C@H:11]([CH2:13][CH2:14][C:15]2[CH:20]=[CH:19][CH:18]=[CH:17][CH:16]=2)[C@@H:10]([OH:21])[CH2:9]1)=O)(C)(C)C.[ClH:22]. Product: [ClH:22].[OH:21][C@@H:10]1[C@@H:11]([CH2:13][CH2:14][C:15]2[CH:20]=[CH:19][CH:18]=[CH:17][CH:16]=2)[CH2:12][NH:8][CH2:9]1. The catalyst class is: 5. (5) Reactant: [C:1]([OH:6])(=[O:5])[C@H:2]([CH3:4])[OH:3].[C:7]([OH:15])(=[O:14])[C:8]([CH2:10][C:11]([OH:13])=[O:12])=[CH2:9].OCC(CO)(CO)CO.[Sn+2]. Product: [C:1]([OH:6])(=[O:5])[CH:2]([CH3:4])[OH:3].[C:7]([OH:15])(=[O:14])[C:8]([CH2:10][C:11]([OH:13])=[O:12])=[CH2:9]. The catalyst class is: 6.